Dataset: Full USPTO retrosynthesis dataset with 1.9M reactions from patents (1976-2016). Task: Predict the reactants needed to synthesize the given product. (1) Given the product [Br:1][C:2]1[CH:7]=[CH:6][C:5]([CH2:8][Cl:12])=[CH:4][C:3]=1[CH2:10][CH3:11], predict the reactants needed to synthesize it. The reactants are: [Br:1][C:2]1[CH:7]=[CH:6][C:5]([CH2:8]O)=[CH:4][C:3]=1[CH2:10][CH3:11].[Cl:12]CCl.C(N(CC)CC)C.CS(Cl)(=O)=O. (2) Given the product [N:12]1[CH:17]=[CH:16][C:15]([CH:18]([CH3:23])[CH2:19][CH2:20][NH2:22])=[CH:14][CH:13]=1, predict the reactants needed to synthesize it. The reactants are: CCOCC.[H-].[Al+3].[Li+].[H-].[H-].[H-].[N:12]1[CH:17]=[CH:16][C:15]([CH:18]([CH3:23])[CH2:19][C:20]([NH2:22])=O)=[CH:14][CH:13]=1.[OH-].[Na+]. (3) The reactants are: [O:1]([C:8]1[CH:13]=[CH:12][CH2:11][CH:10]([CH2:14][N:15]2[CH2:19][CH2:18][CH2:17][C:16]2=[O:20])[CH:9]=1)[C:2]1[CH:7]=[CH:6][CH:5]=[CH:4][CH:3]=1.C[Si]([N-][Si](C)(C)C)(C)C.[Li+].[CH2:31]([O:33][C:34](=[O:37])CCl)[CH3:32]. Given the product [CH2:31]([O:33][C:34]([CH:17]1[CH2:18][CH2:19][N:15]([CH2:14][C:10]2[CH:11]=[CH:12][CH:13]=[C:8]([O:1][C:2]3[CH:3]=[CH:4][CH:5]=[CH:6][CH:7]=3)[CH:9]=2)[C:16]1=[O:20])=[O:37])[CH3:32], predict the reactants needed to synthesize it.